This data is from Forward reaction prediction with 1.9M reactions from USPTO patents (1976-2016). The task is: Predict the product of the given reaction. (1) Given the reactants [OH:1][CH2:2][C:3]([NH:7][S:8]([C:11]1[CH:12]=[N:13][C:14](Cl)=[C:15]([Br:17])[CH:16]=1)(=[O:10])=[O:9])([CH2:5][OH:6])[CH3:4].[CH3:19][O-:20].[Na+].Cl, predict the reaction product. The product is: [OH:1][CH2:2][C:3]([NH:7][S:8]([C:11]1[CH:12]=[N:13][C:14]([O:20][CH3:19])=[C:15]([Br:17])[CH:16]=1)(=[O:10])=[O:9])([CH2:5][OH:6])[CH3:4]. (2) Given the reactants [CH:1]([CH:4]1[N:9]([C:10]2[N:15]=[C:14]([C:16]([F:19])([F:18])[F:17])[C:13]([C:20]([O:22]CC)=[O:21])=[CH:12][N:11]=2)[CH2:8][CH2:7][N:6]2[C:25]3[CH:31]=[C:30]([S:32]([CH3:35])(=[O:34])=[O:33])[CH:29]=[CH:28][C:26]=3[N:27]=[C:5]12)([CH3:3])[CH3:2].[OH-].[Na+].Cl, predict the reaction product. The product is: [CH:1]([CH:4]1[N:9]([C:10]2[N:15]=[C:14]([C:16]([F:19])([F:18])[F:17])[C:13]([C:20]([OH:22])=[O:21])=[CH:12][N:11]=2)[CH2:8][CH2:7][N:6]2[C:25]3[CH:31]=[C:30]([S:32]([CH3:35])(=[O:33])=[O:34])[CH:29]=[CH:28][C:26]=3[N:27]=[C:5]12)([CH3:3])[CH3:2]. (3) Given the reactants [C:1]([C:3]1[CH:4]=[CH:5][C:6]2[N:10]=[C:9]([CH:11]([C:19]3[C:27]([S:28][CH3:29])=[CH:26][C:25]([CH3:30])=[C:24]4[C:20]=3[CH:21]=[CH:22][N:23]4[S:31]([C:34]3[CH:40]=[CH:39][C:37]([CH3:38])=[CH:36][CH:35]=3)(=[O:33])=[O:32])[NH:12]S(C(C)(C)C)=O)[N:8](COCC[Si](C)(C)C)[C:7]=2[CH:49]=1)#[N:2].C(C1C=CC2N(COCC[Si](C)(C)C)C(C(C3C(SC)=CC(C)=C4C=3C=CN4S(C3C=CC(C)=CC=3)(=O)=O)NS(C(C)(C)C)=O)=NC=2C=1)#N.Cl.CO, predict the reaction product. The product is: [NH2:12][CH:11]([C:19]1[C:27]([S:28][CH3:29])=[CH:26][C:25]([CH3:30])=[C:24]2[C:20]=1[CH:21]=[CH:22][N:23]2[S:31]([C:34]1[CH:35]=[CH:36][C:37]([CH3:38])=[CH:39][CH:40]=1)(=[O:33])=[O:32])[C:9]1[NH:10][C:6]2[CH:5]=[CH:4][C:3]([C:1]#[N:2])=[CH:49][C:7]=2[N:8]=1.